Dataset: hERG channel blocking data for cardiac toxicity assessment. Task: Regression/Classification. Given a drug SMILES string, predict its toxicity properties. Task type varies by dataset: regression for continuous values (e.g., LD50, hERG inhibition percentage) or binary classification for toxic/non-toxic outcomes (e.g., AMES mutagenicity, cardiotoxicity, hepatotoxicity). Dataset: herg. (1) The compound is CCN(CC)Cc1ccc2c(c1)CC[C@H](N1CCN(CCc3cc(N)cc(C(F)(F)F)c3)CC1=O)C2. The result is 1 (blocker). (2) The drug is O=C(NC1CCN(Cc2ccc3c(c2)OCO3)CC1)c1cc(=O)c2cc(F)c(Cl)cc2o1. The result is 1 (blocker). (3) The drug is COc1ccc(C(C[NH+](C)C)C2(O)CCCCC2)cc1. The result is 1 (blocker). (4) The compound is CO[C@@H]1[C@H](OC(C)=O)CC(=O)O[C@H](C)C/C=C\C=C\[C@H](O)[C@H](C)C[C@H](CC=O)[C@H]1O[C@H]1O[C@H](C)[C@H](O[C@@H]2C[C@@](C)(O)[C@H](OC(=O)CC(C)C)[C@@H](C)O2)[C@H]([NH+](C)C)[C@H]1O. The result is 0 (non-blocker). (5) The drug is C=C[C@H]1C[NH+]2CC[C@H]1C[C@@H]2[C@@H](O)c1ccnc2ccc(OC)cc12. The result is 1 (blocker). (6) The molecule is CC(C)(C)Oc1cc([C@H](C2=CN[C@@H](C(C)(C)O)C=C2)c2cc[n+]([O-])cc2)ccc1OC(F)F. The result is 1 (blocker). (7) The drug is Cc1ccc(-c2nc(NC(=O)CC3CCN(C)CC3)cc(-n3nccc3C)n2)o1. The result is 1 (blocker). (8) The molecule is CC(C)(CN)C(=O)N1CC(c2cc(F)ccc2F)=C[C@@H]1c1ccccc1. The result is 1 (blocker). (9) The compound is CN(C)CCCn1cc(C2=C(c3c[nH]c4ccccc34)C(=O)NC2=O)c2ccccc21. The result is 1 (blocker).